Dataset: Full USPTO retrosynthesis dataset with 1.9M reactions from patents (1976-2016). Task: Predict the reactants needed to synthesize the given product. (1) Given the product [CH:1]1([CH2:6][C@@H:7]([C:20]([NH:22][NH:23][C:24]2[C:29]([F:30])=[C:28]([N:31]3[CH2:40][CH2:39][N:38]4[C@H:33]([CH2:34][O:35][CH2:36][CH2:37]4)[CH2:32]3)[N:27]=[C:26]([CH3:41])[N:25]=2)=[O:21])[CH2:8][N:9]([OH:12])[CH:10]=[O:11])[CH2:5][CH2:4][CH2:3][CH2:2]1, predict the reactants needed to synthesize it. The reactants are: [CH:1]1([CH2:6][C@@H:7]([C:20]([NH:22][NH:23][C:24]2[C:29]([F:30])=[C:28]([N:31]3[CH2:40][CH2:39][N:38]4[C@H:33]([CH2:34][O:35][CH2:36][CH2:37]4)[CH2:32]3)[N:27]=[C:26]([CH3:41])[N:25]=2)=[O:21])[CH2:8][N:9]([O:12]CC2C=CC=CC=2)[CH:10]=[O:11])[CH2:5][CH2:4][CH2:3][CH2:2]1. (2) The reactants are: C([O:4][CH2:5][C:6]([NH:8][C:9]1[N:10]=[C:11]2[CH:16]=[CH:15][C:14]([O:17][C:18]3[CH:23]=[CH:22][CH:21]=[C:20]([NH:24][C:25](=[O:37])[C:26]4[CH:31]=[CH:30][CH:29]=[C:28]([C:32]5([C:35]#[N:36])[CH2:34][CH2:33]5)[CH:27]=4)[CH:19]=3)=[N:13][N:12]2[CH:38]=1)=[O:7])(=O)C.[OH-].[Na+]. Given the product [C:35]([C:32]1([C:28]2[CH:27]=[C:26]([CH:31]=[CH:30][CH:29]=2)[C:25]([NH:24][C:20]2[CH:21]=[CH:22][CH:23]=[C:18]([O:17][C:14]3[CH:15]=[CH:16][C:11]4[N:12]([CH:38]=[C:9]([NH:8][C:6](=[O:7])[CH2:5][OH:4])[N:10]=4)[N:13]=3)[CH:19]=2)=[O:37])[CH2:34][CH2:33]1)#[N:36], predict the reactants needed to synthesize it. (3) Given the product [C:57]([O:56][C:54](=[O:55])[N:61]=[C:62]([NH:64][C:26]([O:27][C:53]([CH3:52])([CH3:48])[CH3:65])=[O:25])[NH:63][C:6]12[C:7](=[O:14])[C:12]3[C:13](=[CH:8][CH:9]=[CH:10][CH:11]=3)[C:2]1([OH:3])[O:1][C:16]1[CH:17]=[C:18]([CH:20]([CH3:21])[CH3:22])[CH:19]=[CH:4][C:5]=12)([CH3:59])([CH3:60])[CH3:58], predict the reactants needed to synthesize it. The reactants are: [OH:1][C:2]12[C:13]3[C:8](=[CH:9][CH:10]=[CH:11][CH:12]=3)[C:7](=[O:14])[C:6]1(O)[C:5]1[CH:16]=[CH:17][C:18]([CH:20]([CH3:22])[CH3:21])=[CH:19][C:4]=1[O:3]2.CC[O:25][C:26](/N=N/C(OCC)=O)=[O:27].C1C=CC(P([C:48]2[CH:53]=[CH:52]C=CC=2)C2C=CC=CC=2)=CC=1.[C:54]([NH:61][C:62]([NH2:64])=[NH:63])([O:56][C:57]([CH3:60])([CH3:59])[CH3:58])=[O:55].[CH2:65]1COCC1. (4) Given the product [C:8]([O:12][C:13](=[O:31])[NH:14][CH2:15][C:26]1[O:27][CH:28]=[CH:29][N:30]=1)([CH3:11])([CH3:9])[CH3:10], predict the reactants needed to synthesize it. The reactants are: O1CCCC1.[BH4-].[Na+].[C:8]([O:12][C:13](=[O:31])[NH:14][CH:15]([C:26]1[O:27][CH:28]=[CH:29][N:30]=1)S(C1C=CC(C)=CC=1)(=O)=O)([CH3:11])([CH3:10])[CH3:9].[Cl-].[NH4+]. (5) Given the product [Cl:34][C:32]1[CH:31]=[CH:30][C:14]2[N:15]([CH2:19][C:20]3[CH:21]=[C:22]([O:28][CH3:29])[CH:23]=[C:24]([O:26][CH3:27])[CH:25]=3)[C:16](=[O:18])[CH2:17][N:11]3[C:10](=[O:41])[C@@H:9]([OH:8])[C@:12]3([C:35]3[CH:36]=[CH:37][CH:38]=[CH:39][CH:40]=3)[C:13]=2[CH:33]=1, predict the reactants needed to synthesize it. The reactants are: C([O:8][C@H:9]1[C@:12]2([C:35]3[CH:40]=[CH:39][CH:38]=[CH:37][CH:36]=3)[C:13]3[CH:33]=[C:32]([Cl:34])[CH:31]=[CH:30][C:14]=3[N:15]([CH2:19][C:20]3[CH:25]=[C:24]([O:26][CH3:27])[CH:23]=[C:22]([O:28][CH3:29])[CH:21]=3)[C:16](=[O:18])[CH2:17][N:11]2[C:10]1=[O:41])C1C=CC=CC=1.C(O)(=O)C.[H][H].